Dataset: Forward reaction prediction with 1.9M reactions from USPTO patents (1976-2016). Task: Predict the product of the given reaction. (1) Given the reactants Br[C:2]1[N:7]=[N:6][C:5]([NH2:8])=[N:4][CH:3]=1.[F:9][C:10]1[CH:15]=[C:14]([F:16])[CH:13]=[CH:12][C:11]=1B(O)O.C(=O)([O-])[O-].[Na+].[Na+].ClCCl, predict the reaction product. The product is: [F:9][C:10]1[CH:15]=[C:14]([F:16])[CH:13]=[CH:12][C:11]=1[C:2]1[N:7]=[N:6][C:5]([NH2:8])=[N:4][CH:3]=1. (2) Given the reactants C([O:3][C:4]([C:6]1[N:7]([C:17]2[CH:22]=[CH:21][C:20]([O:23][CH:24]3[CH2:28][CH2:27][CH2:26][CH2:25]3)=[CH:19][CH:18]=2)[C:8]2[C:13]([C:14]=1[Cl:15])=[CH:12][C:11](I)=[CH:10][CH:9]=2)=[O:5])C.[Cl:29][C:30]1[CH:38]=[CH:37][C:33]([C:34](Cl)=[O:35])=[CH:32][N:31]=1, predict the reaction product. The product is: [Cl:15][C:14]1[C:13]2[C:8](=[CH:9][CH:10]=[C:11]([C:34]([C:33]3[CH:32]=[N:31][C:30]([Cl:29])=[CH:38][CH:37]=3)=[O:35])[CH:12]=2)[N:7]([C:17]2[CH:22]=[CH:21][C:20]([O:23][CH:24]3[CH2:25][CH2:26][CH2:27][CH2:28]3)=[CH:19][CH:18]=2)[C:6]=1[C:4]([OH:3])=[O:5]. (3) The product is: [Cl:8][C:6]1[N:5]=[N:4][C:3]([O:20][C:14]2[C:15]([CH3:19])=[CH:16][CH:17]=[CH:18][C:13]=2[CH:10]2[CH2:11][CH2:12]2)=[C:2]([OH:1])[CH:7]=1. Given the reactants [OH:1][C:2]1[CH:7]=[C:6]([Cl:8])[N:5]=[N:4][C:3]=1Cl.[CH:10]1([C:13]2[CH:18]=[CH:17][CH:16]=[C:15]([CH3:19])[C:14]=2[OH:20])[CH2:12][CH2:11]1.C1(OC2C=CC=CC=2)C=CC=CC=1.[OH-].[K+].Cl, predict the reaction product. (4) Given the reactants Cl.[CH:2]1([CH2:5][O:6][C:7]2[CH:15]=[CH:14][C:10]3[O:11][CH2:12][O:13][C:9]=3[C:8]=2[C:16]2[CH:21]=[CH:20][N:19]=[C:18]3[C:22]([C:26]([NH:28][CH:29]4[CH2:34][CH2:33][NH:32][CH2:31][CH2:30]4)=[O:27])=[C:23]([CH3:25])[NH:24][C:17]=23)[CH2:4][CH2:3]1.[C:35](Cl)(=[O:38])[CH2:36][CH3:37], predict the reaction product. The product is: [CH:2]1([CH2:5][O:6][C:7]2[CH:15]=[CH:14][C:10]3[O:11][CH2:12][O:13][C:9]=3[C:8]=2[C:16]2[CH:21]=[CH:20][N:19]=[C:18]3[C:22]([C:26]([NH:28][CH:29]4[CH2:30][CH2:31][N:32]([C:35](=[O:38])[CH2:36][CH3:37])[CH2:33][CH2:34]4)=[O:27])=[C:23]([CH3:25])[NH:24][C:17]=23)[CH2:4][CH2:3]1. (5) Given the reactants C(NCC[C:7]1[C:15]2[C:10](=[CH:11][C:12]([F:18])=[C:13]([O:16][CH3:17])[CH:14]=2)[NH:9][C:8]=1[C:19]([OH:21])=O)(=O)C.[Cl-].[NH4+].O[N:25]1[C:29]2[CH:30]=CC=CC=2N=N1.Cl.C([N:37]=C=NCCCN(C)C)C.C(=O)([O-])O.[Na+].[CH:51]([O:54]C(C)C)(C)[CH3:52], predict the reaction product. The product is: [C:51]([NH:25][CH2:29][CH2:30][N:9]1[C:10]2[C:15](=[CH:14][C:13]([O:16][CH3:17])=[C:12]([F:18])[CH:11]=2)[CH:7]=[C:8]1[C:19]([NH2:37])=[O:21])(=[O:54])[CH3:52]. (6) Given the reactants [Cl:1][C:2]1[CH:7]=[CH:6][CH:5]=[CH:4][C:3]=1[C:8]1[N:9]=[C:10]([NH2:13])[S:11][CH:12]=1.[Cl:14][C:15]1[C:20]([Cl:21])=[C:19]([Cl:22])[CH:18]=[CH:17][C:16]=1[S:23](Cl)(=[O:25])=[O:24], predict the reaction product. The product is: [Cl:14][C:15]1[C:20]([Cl:21])=[C:19]([Cl:22])[CH:18]=[CH:17][C:16]=1[S:23]([NH:13][C:10]1[S:11][CH:12]=[C:8]([C:3]2[CH:4]=[CH:5][CH:6]=[CH:7][C:2]=2[Cl:1])[N:9]=1)(=[O:25])=[O:24]. (7) Given the reactants C(O[B:5]1[O:9][C:8]([CH3:11])([CH3:10])[C:7]([CH3:13])([CH3:12])[O:6]1)(C)C.[CH3:14][O:15][C:16]1[CH:30]=[CH:29][C:19]([CH2:20][N:21]2[CH:25]=[C:24](I)[C:23]([CH2:27][OH:28])=[N:22]2)=[CH:18][CH:17]=1.[Li]CCCC, predict the reaction product. The product is: [CH3:14][O:15][C:16]1[CH:17]=[CH:18][C:19]([CH2:20][N:21]2[CH:25]=[C:24]([B:5]3[O:6][C:7]([CH3:12])([CH3:13])[C:8]([CH3:10])([CH3:11])[O:9]3)[C:23]([CH2:27][OH:28])=[N:22]2)=[CH:29][CH:30]=1. (8) Given the reactants [CH:1]1([CH2:7][CH2:8][O:9][C:10]2[CH:17]=[CH:16][C:13]([C:14]#N)=[CH:12][N:11]=2)[CH2:6][CH2:5][CH2:4][CH2:3][CH2:2]1.CC(C[AlH]CC(C)C)C.[Cl-].[NH4+].CC[O:31]C(C)=O, predict the reaction product. The product is: [CH:1]1([CH2:7][CH2:8][O:9][C:10]2[CH:17]=[CH:16][C:13]([CH:14]=[O:31])=[CH:12][N:11]=2)[CH2:6][CH2:5][CH2:4][CH2:3][CH2:2]1. (9) Given the reactants [F:1][C:2]1[CH:3]=[C:4]([CH:8]=[CH:9][C:10]=1[N+:11]([O-:13])=[O:12])[C:5]([OH:7])=[O:6].S(=O)(=O)(O)O.[CH2:19](O)[CH3:20], predict the reaction product. The product is: [F:1][C:2]1[CH:3]=[C:4]([CH:8]=[CH:9][C:10]=1[N+:11]([O-:13])=[O:12])[C:5]([O:7][CH2:19][CH3:20])=[O:6]. (10) Given the reactants [OH:1][CH:2]([CH2:12][OH:13])[CH2:3][NH:4][C:5](=[O:11])[O:6][C:7]([CH3:10])([CH3:9])[CH3:8].[Si:14](Cl)([C:17]([CH3:20])([CH3:19])[CH3:18])([CH3:16])[CH3:15].C(N(CC)CC)C, predict the reaction product. The product is: [C:7]([O:6][C:5](=[O:11])[NH:4][CH2:3][CH:2]([OH:1])[CH2:12][O:13][Si:14]([C:17]([CH3:20])([CH3:19])[CH3:18])([CH3:16])[CH3:15])([CH3:9])([CH3:10])[CH3:8].